Dataset: Retrosynthesis with 50K atom-mapped reactions and 10 reaction types from USPTO. Task: Predict the reactants needed to synthesize the given product. (1) Given the product N#CC1(COc2cncc(Cl)n2)CCOCC1, predict the reactants needed to synthesize it. The reactants are: Clc1cncc(Cl)n1.N#CC1(CO)CCOCC1. (2) Given the product O=C(NC(=O)c1c(F)cccc1F)Nc1cc(Cl)cc(C(F)(F)F)c1Cl, predict the reactants needed to synthesize it. The reactants are: Nc1cc(Cl)cc(C(F)(F)F)c1Cl.O=C=NC(=O)c1c(F)cccc1F. (3) The reactants are: CNc1cc(-c2nnc(N(C[C@H](Cc3ccc(C(F)(F)F)cc3)NC(=O)OC(C)(C)C)C(=O)OC(C)(C)C)s2)ccc1N.O=C(n1ccnc1)n1ccnc1. Given the product Cn1c(=O)[nH]c2ccc(-c3nnc(N(C[C@H](Cc4ccc(C(F)(F)F)cc4)NC(=O)OC(C)(C)C)C(=O)OC(C)(C)C)s3)cc21, predict the reactants needed to synthesize it. (4) Given the product Nc1ncc(-c2ccc(-c3ccc(C(F)(F)F)cc3Oc3ccnc(N)n3)cc2F)cn1, predict the reactants needed to synthesize it. The reactants are: Nc1ncc(-c2ccc(-c3ccc(C(F)(F)F)cc3O)cc2F)cn1.Nc1nccc(Cl)n1. (5) Given the product O=C(C[C@@H]1CCN(C(=O)Nc2ccccc2F)C1)Nc1ccc2cc1CCc1cncc(c1)Nc1ncc(Cl)c(n1)N2, predict the reactants needed to synthesize it. The reactants are: O=C(C[C@@H]1CCNC1)Nc1ccc2cc1CCc1cncc(c1)Nc1ncc(Cl)c(n1)N2.O=C=Nc1ccccc1F. (6) Given the product CNc1ncc2c(n1)CCN(c1cc(NC(=O)Nc3cccc(C(F)(F)F)c3)ccc1C)C2, predict the reactants needed to synthesize it. The reactants are: CNc1ncc2c(n1)CCN(c1cc(N)ccc1C)C2.O=C=Nc1cccc(C(F)(F)F)c1.